From a dataset of Reaction yield outcomes from USPTO patents with 853,638 reactions. Predict the reaction yield, written as a fraction of the theoretical maximum amount of product (1.0 means a 100% yield; for example, 0.34 means a 34% yield). (1) The reactants are [Cl:1][C:2]1[CH:7]=[CH:6][C:5]([S:8]([N:11]([CH2:19][C:20]2[CH:25]=[CH:24][C:23]([C:26]#[N:27])=[CH:22][CH:21]=2)[CH2:12][C:13]2[CH:18]=[CH:17][CH:16]=[CH:15][N:14]=2)(=[O:10])=[O:9])=[CH:4][CH:3]=1.[N:28]([Si](C)(C)C)=[N+:29]=[N-:30].C([Sn](=O)CCCC)CCC. The catalyst is C1(C)C=CC=CC=1.C(Cl)Cl. The product is [Cl:1][C:2]1[CH:7]=[CH:6][C:5]([S:8]([N:11]([CH2:12][C:13]2[CH:18]=[CH:17][CH:16]=[CH:15][N:14]=2)[CH2:19][C:20]2[CH:21]=[CH:22][C:23]([C:26]3[NH:30][N:29]=[N:28][N:27]=3)=[CH:24][CH:25]=2)(=[O:9])=[O:10])=[CH:4][CH:3]=1. The yield is 0.750. (2) The reactants are [C:1]1([S:7]([N:10]2[C:14]3[CH:15]=[N:16][C:17]([C:27]#[N:28])=[C:18](OS(C(F)(F)F)(=O)=O)[C:13]=3[C:12]3[CH:29]=[CH:30][CH:31]=[N:32][C:11]2=3)(=[O:9])=[O:8])[CH:6]=[CH:5][CH:4]=[CH:3][CH:2]=1.[CH2:33]([Sn](CCCC)(CCCC)C=C)[CH2:34]CC.[Cl-].[Li+]. The catalyst is O1CCOCC1.C1C=CC([P]([Pd]([P](C2C=CC=CC=2)(C2C=CC=CC=2)C2C=CC=CC=2)([P](C2C=CC=CC=2)(C2C=CC=CC=2)C2C=CC=CC=2)[P](C2C=CC=CC=2)(C2C=CC=CC=2)C2C=CC=CC=2)(C2C=CC=CC=2)C2C=CC=CC=2)=CC=1. The product is [C:1]1([S:7]([N:10]2[C:14]3[CH:15]=[N:16][C:17]([C:27]#[N:28])=[C:18]([CH:33]=[CH2:34])[C:13]=3[C:12]3[CH:29]=[CH:30][CH:31]=[N:32][C:11]2=3)(=[O:9])=[O:8])[CH:6]=[CH:5][CH:4]=[CH:3][CH:2]=1. The yield is 0.520. (3) The reactants are [Cl:1][C:2]1[CH:16]=[CH:15][C:5]([CH:6](O)[C:7]2[CH:12]=[CH:11][C:10]([Cl:13])=[CH:9][CH:8]=2)=[CH:4][CH:3]=1.C([Br:20])(=O)C. The catalyst is C1C=CC=CC=1. The product is [Cl:1][C:2]1[CH:16]=[CH:15][C:5]([CH:6]([Br:20])[C:7]2[CH:12]=[CH:11][C:10]([Cl:13])=[CH:9][CH:8]=2)=[CH:4][CH:3]=1. The yield is 1.00. (4) The reactants are [O:1]=[C:2]1[C:6]2([CH2:11][CH2:10][N:9]([C:12]([O:14][C:15]([CH3:18])([CH3:17])[CH3:16])=[O:13])[CH2:8][CH2:7]2)[N:5]([C:19]2[CH:24]=[CH:23][CH:22]=[CH:21][CH:20]=2)[CH2:4][NH:3]1.C(=O)([O-])[O-].[K+].[K+].Br[CH2:32][CH2:33][CH2:34][CH2:35][CH2:36][C:37]([O:39][CH2:40][C:41]1[CH:46]=[CH:45][CH:44]=[CH:43][CH:42]=1)=[O:38]. The catalyst is CN(C)C=O.C(OCC)(=O)C. The product is [CH2:40]([O:39][C:37](=[O:38])[CH2:36][CH2:35][CH2:34][CH2:33][CH2:32][N:3]1[C:2](=[O:1])[C:6]2([CH2:7][CH2:8][N:9]([C:12]([O:14][C:15]([CH3:18])([CH3:17])[CH3:16])=[O:13])[CH2:10][CH2:11]2)[N:5]([C:19]2[CH:20]=[CH:21][CH:22]=[CH:23][CH:24]=2)[CH2:4]1)[C:41]1[CH:46]=[CH:45][CH:44]=[CH:43][CH:42]=1. The yield is 0.120. (5) The reactants are [NH2:1][C:2]1[CH:7]=[CH:6][C:5]([OH:8])=[C:4]([CH3:9])[CH:3]=1.CC(C)([O-])C.[K+].[Cl:16][C:17]1[CH:22]=[C:21](Cl)[CH:20]=[CH:19][N:18]=1. The catalyst is CC(N(C)C)=O. The product is [Cl:16][C:17]1[CH:22]=[C:21]([O:8][C:5]2[CH:6]=[CH:7][C:2]([NH2:1])=[CH:3][C:4]=2[CH3:9])[CH:20]=[CH:19][N:18]=1. The yield is 0.560.